This data is from Forward reaction prediction with 1.9M reactions from USPTO patents (1976-2016). The task is: Predict the product of the given reaction. (1) Given the reactants [NH2:1][C:2]1[C:7]([C:8]([NH2:10])=[O:9])=[C:6]([F:11])[C:5]([F:12])=[CH:4][CH:3]=1.[Cl:13][C:14]1[N:15]=[C:16](Cl)[C:17]2[CH:22]=[CH:21][N:20]([S:23]([C:26]3[CH:31]=[CH:30][C:29]([CH3:32])=[CH:28][CH:27]=3)(=[O:25])=[O:24])[C:18]=2[N:19]=1.FC(F)(F)C(O)=O, predict the reaction product. The product is: [Cl:13][C:14]1[N:15]=[C:16]([NH:1][C:2]2[C:7]([C:8]([NH2:10])=[O:9])=[C:6]([F:11])[C:5]([F:12])=[CH:4][CH:3]=2)[C:17]2[CH:22]=[CH:21][N:20]([S:23]([C:26]3[CH:31]=[CH:30][C:29]([CH3:32])=[CH:28][CH:27]=3)(=[O:24])=[O:25])[C:18]=2[N:19]=1. (2) Given the reactants [H-].[Na+].[Cl:3][C:4]1[CH:5]=[C:6]([CH:8]=[CH:9][C:10]=1[O:11][CH3:12])[NH2:7].[Cl:13][C:14]1[CH:19]=[CH:18][CH:17]=[C:16](Cl)[C:15]=1[N+:21]([O-:23])=[O:22].Cl, predict the reaction product. The product is: [Cl:13][C:14]1[C:15]([N+:21]([O-:23])=[O:22])=[C:16]([CH:17]=[CH:18][CH:19]=1)[NH:7][C:6]1[CH:8]=[CH:9][C:10]([O:11][CH3:12])=[C:4]([Cl:3])[CH:5]=1. (3) Given the reactants [OH:1][CH2:2][CH:3]1[CH2:8][O:7][C:6]2[CH:9]=[CH:10][C:11]([C:14]([OH:16])=O)=[C:12](C)[C:5]=2[O:4]1.[CH2:17]1COCC1.[C:22]1([C@H:32]([NH2:34])[CH3:33])[C:31]2[C:26](=[CH:27][CH:28]=[CH:29][CH:30]=2)[CH:25]=[CH:24][CH:23]=1.Cl.CN(C)CCCN=C=NCC, predict the reaction product. The product is: [C:22]1([CH:32]([NH:34][C:14]([C:11]2[CH:10]=[CH:9][C:6]3[O:7][CH2:8][C:3]([CH2:2][OH:1])([CH3:17])[O:4][C:5]=3[CH:12]=2)=[O:16])[CH3:33])[C:31]2[C:26](=[CH:27][CH:28]=[CH:29][CH:30]=2)[CH:25]=[CH:24][CH:23]=1. (4) Given the reactants [C:1]([O:5][C:6]([NH:8][CH2:9][C:10]1[C:11]([C:32]2[CH:37]=[CH:36][C:35]([CH3:38])=[CH:34][CH:33]=2)=[C:12]([CH2:21][O:22][C:23]2[C:27]([C:28]([OH:30])=[O:29])=[CH:26][N:25]([CH3:31])[N:24]=2)[C:13]([CH3:20])=[N:14][C:15]=1[CH2:16][CH:17]([CH3:19])[CH3:18])=[O:7])([CH3:4])([CH3:3])[CH3:2].CI.[C:41](=O)([O-])[O-].[K+].[K+].C(OCC)(=O)C, predict the reaction product. The product is: [C:1]([O:5][C:6]([NH:8][CH2:9][C:10]1[C:11]([C:32]2[CH:33]=[CH:34][C:35]([CH3:38])=[CH:36][CH:37]=2)=[C:12]([CH2:21][O:22][C:23]2[C:27]([C:28]([O:30][CH3:41])=[O:29])=[CH:26][N:25]([CH3:31])[N:24]=2)[C:13]([CH3:20])=[N:14][C:15]=1[CH2:16][CH:17]([CH3:18])[CH3:19])=[O:7])([CH3:2])([CH3:3])[CH3:4]. (5) Given the reactants [CH2:1]([O:8][P:9]([O:19][C:20]1[CH:21]=[C:22]([CH:28]=[CH:29][CH:30]=1)[C:23]([O:25]CC)=[O:24])([O:11][CH2:12][C:13]1[CH:18]=[CH:17][CH:16]=[CH:15][CH:14]=1)=[O:10])[C:2]1[CH:7]=[CH:6][CH:5]=[CH:4][CH:3]=1.[Li+].[OH-], predict the reaction product. The product is: [CH2:12]([O:11][P:9]([O:19][C:20]1[CH:21]=[C:22]([CH:28]=[CH:29][CH:30]=1)[C:23]([OH:25])=[O:24])([O:8][CH2:1][C:2]1[CH:7]=[CH:6][CH:5]=[CH:4][CH:3]=1)=[O:10])[C:13]1[CH:18]=[CH:17][CH:16]=[CH:15][CH:14]=1. (6) Given the reactants [F:1][CH:2]([F:22])[O:3][C:4]1[CH:5]=[C:6]([CH:10]([OH:21])[C:11]([C:13]2[CH:18]=[C:17]([F:19])[CH:16]=[C:15]([F:20])[CH:14]=2)=[O:12])[CH:7]=[CH:8][CH:9]=1.[N+]([O-])([O-])=O.[NH4+].C(OCC)(=O)C, predict the reaction product. The product is: [F:22][CH:2]([F:1])[O:3][C:4]1[CH:5]=[C:6]([C:10](=[O:21])[C:11]([C:13]2[CH:14]=[C:15]([F:20])[CH:16]=[C:17]([F:19])[CH:18]=2)=[O:12])[CH:7]=[CH:8][CH:9]=1. (7) Given the reactants C([O-])([O-])=O.[K+].[K+].[C:7]1([SH:13])[CH:12]=[CH:11][CH:10]=[CH:9][CH:8]=1.Br[C:15]1[N:23]([CH2:24][C@H:25]2[CH2:30][CH2:29][C@H:28]([CH3:31])[CH2:27][CH2:26]2)[C:22]2[C:17](=[N:18][C:19]([C:39]#[N:40])=[N:20][C:21]=2[NH:32][C@@H:33]([CH:35]2[CH2:38][CH2:37][CH2:36]2)[CH3:34])[N:16]=1, predict the reaction product. The product is: [CH:35]1([C@H:33]([NH:32][C:21]2[N:20]=[C:19]([C:39]#[N:40])[N:18]=[C:17]3[C:22]=2[N:23]([CH2:24][C@H:25]2[CH2:26][CH2:27][C@H:28]([CH3:31])[CH2:29][CH2:30]2)[C:15]([S:13][C:7]2[CH:12]=[CH:11][CH:10]=[CH:9][CH:8]=2)=[N:16]3)[CH3:34])[CH2:38][CH2:37][CH2:36]1.